Task: Predict the product of the given reaction.. Dataset: Forward reaction prediction with 1.9M reactions from USPTO patents (1976-2016) (1) The product is: [Cl:22][C:23]1[S:27][C:26]([S:28]([NH:1][C:2]2[CH:11]=[CH:10][C:9]3[NH:8][C:7](=[O:12])[C:6]4[NH:13][CH:14]=[CH:15][C:5]=4[C:4]=3[CH:3]=2)(=[O:30])=[O:29])=[CH:25][CH:24]=1.[CH2:17]([C:19]([O-:21])=[O:20])[CH3:18]. Given the reactants [NH2:1][C:2]1[CH:11]=[CH:10][C:9]2[NH:8][C:7](=[O:12])[C:6]3[NH:13][CH:14]=[CH:15][C:5]=3[C:4]=2[CH:3]=1.Cl.[CH2:17]([C:19]([OH:21])=[O:20])[CH3:18].[Cl:22][C:23]1[S:27][C:26]([S:28](Cl)(=[O:30])=[O:29])=[CH:25][CH:24]=1, predict the reaction product. (2) Given the reactants [CH:1]1([C@H:4]([NH:12][C:13]([C:15]2[C:24]3[C:19](=[C:20]([F:25])[CH:21]=[CH:22][CH:23]=3)[C:18](=[O:26])[N:17]([C:27]3[CH:28]=[N:29][CH:30]=[CH:31][CH:32]=3)[C:16]=2[CH2:33]Br)=[O:14])[C:5]2[CH:10]=[CH:9][CH:8]=[C:7]([F:11])[CH:6]=2)[CH2:3][CH2:2]1.[C:35]([N:39]1[CH2:44][CH2:43][NH:42][CH2:41][CH2:40]1)([CH3:38])([CH3:37])[CH3:36].C(N(CC)CC)C, predict the reaction product. The product is: [CH:1]1([C@H:4]([NH:12][C:13]([C:15]2[C:24]3[C:19](=[C:20]([F:25])[CH:21]=[CH:22][CH:23]=3)[C:18](=[O:26])[N:17]([C:27]3[CH:28]=[N:29][CH:30]=[CH:31][CH:32]=3)[C:16]=2[CH2:33][N:42]2[CH2:43][CH2:44][N:39]([C:35]([CH3:38])([CH3:37])[CH3:36])[CH2:40][CH2:41]2)=[O:14])[C:5]2[CH:10]=[CH:9][CH:8]=[C:7]([F:11])[CH:6]=2)[CH2:3][CH2:2]1.